Regression. Given two drug SMILES strings and cell line genomic features, predict the synergy score measuring deviation from expected non-interaction effect. From a dataset of NCI-60 drug combinations with 297,098 pairs across 59 cell lines. (1) Drug 1: C1=NC(=NC(=O)N1C2C(C(C(O2)CO)O)O)N. Drug 2: CN(CCCl)CCCl.Cl. Cell line: A549. Synergy scores: CSS=40.9, Synergy_ZIP=-5.25, Synergy_Bliss=-0.0814, Synergy_Loewe=-2.14, Synergy_HSA=0.473. (2) Drug 2: CN(C)C1=NC(=NC(=N1)N(C)C)N(C)C. Synergy scores: CSS=23.1, Synergy_ZIP=4.77, Synergy_Bliss=10.2, Synergy_Loewe=2.09, Synergy_HSA=5.61. Drug 1: C1=C(C(=O)NC(=O)N1)F. Cell line: UACC-257. (3) Drug 1: CC1=C(C(=CC=C1)Cl)NC(=O)C2=CN=C(S2)NC3=CC(=NC(=N3)C)N4CCN(CC4)CCO. Drug 2: CC1=C(C(=O)C2=C(C1=O)N3CC4C(C3(C2COC(=O)N)OC)N4)N. Cell line: HCT-15. Synergy scores: CSS=44.6, Synergy_ZIP=-6.13, Synergy_Bliss=-9.26, Synergy_Loewe=-7.41, Synergy_HSA=-4.55. (4) Drug 1: C1CCC(CC1)NC(=O)N(CCCl)N=O. Drug 2: C#CCC(CC1=CN=C2C(=N1)C(=NC(=N2)N)N)C3=CC=C(C=C3)C(=O)NC(CCC(=O)O)C(=O)O. Cell line: NCI-H226. Synergy scores: CSS=19.0, Synergy_ZIP=-0.891, Synergy_Bliss=6.71, Synergy_Loewe=5.60, Synergy_HSA=6.05. (5) Drug 1: C1=C(C(=O)NC(=O)N1)F. Drug 2: COC1=C2C(=CC3=C1OC=C3)C=CC(=O)O2. Cell line: OVCAR-8. Synergy scores: CSS=37.6, Synergy_ZIP=0.101, Synergy_Bliss=-2.17, Synergy_Loewe=-5.21, Synergy_HSA=-2.63. (6) Synergy scores: CSS=55.7, Synergy_ZIP=6.42, Synergy_Bliss=7.68, Synergy_Loewe=2.06, Synergy_HSA=10.5. Cell line: SF-539. Drug 1: CC1CCC2CC(C(=CC=CC=CC(CC(C(=O)C(C(C(=CC(C(=O)CC(OC(=O)C3CCCCN3C(=O)C(=O)C1(O2)O)C(C)CC4CCC(C(C4)OC)O)C)C)O)OC)C)C)C)OC. Drug 2: CC1C(C(CC(O1)OC2CC(CC3=C2C(=C4C(=C3O)C(=O)C5=C(C4=O)C(=CC=C5)OC)O)(C(=O)CO)O)N)O.Cl. (7) Drug 1: CCCS(=O)(=O)NC1=C(C(=C(C=C1)F)C(=O)C2=CNC3=C2C=C(C=N3)C4=CC=C(C=C4)Cl)F. Drug 2: C(CC(=O)O)C(=O)CN.Cl. Cell line: SW-620. Synergy scores: CSS=-22.7, Synergy_ZIP=10.5, Synergy_Bliss=-4.86, Synergy_Loewe=-23.8, Synergy_HSA=-24.0. (8) Drug 1: COC1=C(C=C2C(=C1)N=CN=C2NC3=CC(=C(C=C3)F)Cl)OCCCN4CCOCC4. Drug 2: CC1=C(C(=O)C2=C(C1=O)N3CC4C(C3(C2COC(=O)N)OC)N4)N. Cell line: MCF7. Synergy scores: CSS=44.9, Synergy_ZIP=11.8, Synergy_Bliss=10.6, Synergy_Loewe=14.4, Synergy_HSA=15.5.